The task is: Predict the reaction yield, written as a fraction of the theoretical maximum amount of product (1.0 means a 100% yield; for example, 0.34 means a 34% yield).. This data is from Reaction yield outcomes from USPTO patents with 853,638 reactions. (1) The reactants are [CH3:1][O:2][C:3](=[O:16])/[CH:4]=[CH:5]/[C:6]1[CH:15]=[C:14]2[C:9]([CH2:10][CH2:11][NH:12][CH2:13]2)=[CH:8][CH:7]=1.[CH3:17][C:18]1[NH:19][C:20]2[C:25]([C:26]=1[CH2:27][CH:28]=O)=[CH:24][CH:23]=[CH:22][CH:21]=2.C(N(CC)CC)C. The catalyst is ClCCl.Cl[Ti](Cl)(Cl)Cl. The product is [CH3:1][O:2][C:3](=[O:16])/[CH:4]=[CH:5]/[C:6]1[CH:15]=[C:14]2[C:9]([CH2:10][CH2:11][N:12]([CH2:28][CH2:27][C:26]3[C:25]4[C:20](=[CH:21][CH:22]=[CH:23][CH:24]=4)[NH:19][C:18]=3[CH3:17])[CH2:13]2)=[CH:8][CH:7]=1. The yield is 0.233. (2) The product is [CH2:1]([O:8][C:9]1[CH:10]=[CH:11][C:12]2[O:16][C:15]([CH:17]([OH:18])[CH2:21][CH:22]([CH3:24])[CH3:23])=[C:14]([CH3:19])[C:13]=2[CH:20]=1)[C:2]1[CH:3]=[CH:4][CH:5]=[CH:6][CH:7]=1. The catalyst is O1CCCC1. The yield is 0.560. The reactants are [CH2:1]([O:8][C:9]1[CH:10]=[CH:11][C:12]2[O:16][C:15]([CH:17]=[O:18])=[C:14]([CH3:19])[C:13]=2[CH:20]=1)[C:2]1[CH:7]=[CH:6][CH:5]=[CH:4][CH:3]=1.[CH2:21]([Mg]Br)[CH:22]([CH3:24])[CH3:23]. (3) The reactants are Cl.[CH3:2][NH:3][O:4][CH3:5].C[Al](C)C.[C:10]([O:14][C:15]([C@:17]12[C@@H:22]([C:23]3[CH:28]=[CH:27][CH:26]=[CH:25][CH:24]=3)[C@H:21]1[CH2:20][O:19][C:18]2=[O:29])=[O:16])([CH3:13])([CH3:12])[CH3:11].Cl. The catalyst is ClCCl. The product is [C:10]([O:14][C:15]([C@:17]1([C:18](=[O:29])[N:3]([O:4][CH3:5])[CH3:2])[C@@H:22]([C:23]2[CH:28]=[CH:27][CH:26]=[CH:25][CH:24]=2)[C@H:21]1[CH2:20][OH:19])=[O:16])([CH3:12])([CH3:11])[CH3:13]. The yield is 0.860.